This data is from Reaction yield outcomes from USPTO patents with 853,638 reactions. The task is: Predict the reaction yield, written as a fraction of the theoretical maximum amount of product (1.0 means a 100% yield; for example, 0.34 means a 34% yield). (1) The reactants are C([O:4][C@H:5]([CH3:23])[CH2:6][CH2:7][CH2:8][CH2:9][N:10]1[C:19](=[O:20])[C:18]2[C:14](=[N:15][N:16]([CH3:21])[N:17]=2)[N:13]([CH3:22])[C:11]1=[O:12])(=O)C.Cl.C(OCC)C. The catalyst is CO. The product is [CH3:22][N:13]1[C:14]2[C:18](=[N:17][N:16]([CH3:21])[N:15]=2)[C:19](=[O:20])[N:10]([CH2:9][CH2:8][CH2:7][CH2:6][C@H:5]([OH:4])[CH3:23])[C:11]1=[O:12]. The yield is 0.650. (2) No catalyst specified. The reactants are [CH:1]1([CH2:6][CH:7]([N:11]2[C:16](=[O:17])[CH:15]=[C:14]([O:18][C:19]3[CH:24]=[CH:23][C:22]([O:25][CH3:26])=[CH:21][CH:20]=3)[CH:13]=[N:12]2)[C:8](O)=[O:9])[CH2:5][CH2:4][CH2:3][CH2:2]1.[NH2:27][C:28]1[CH:32]=[CH:31][N:30]([CH2:33][C:34]([CH3:37])([OH:36])[CH3:35])[N:29]=1. The yield is 0.260. The product is [CH:1]1([CH2:6][CH:7]([N:11]2[C:16](=[O:17])[CH:15]=[C:14]([O:18][C:19]3[CH:24]=[CH:23][C:22]([O:25][CH3:26])=[CH:21][CH:20]=3)[CH:13]=[N:12]2)[C:8]([NH:27][C:28]2[CH:32]=[CH:31][N:30]([CH2:33][C:34]([OH:36])([CH3:35])[CH3:37])[N:29]=2)=[O:9])[CH2:5][CH2:4][CH2:3][CH2:2]1. (3) The reactants are [Cl:1][C:2]1[C:6]([N:7]([CH2:14][CH3:15])[C:8](=[O:13])[CH2:9][CH2:10][S:11][CH3:12])=[CH:5][N:4]([C:16]2[CH:17]=[N:18][CH:19]=[CH:20][CH:21]=2)[N:3]=1.B1([O-])O[O:23]1.O.O.O.O.[Na+].C([O-])(O)=O.[Na+].C(OCC)(=O)C. The catalyst is C(O)(=O)C. The product is [Cl:1][C:2]1[C:6]([N:7]([CH2:14][CH3:15])[C:8](=[O:13])[CH2:9][CH2:10][S:11]([CH3:12])=[O:23])=[CH:5][N:4]([C:16]2[CH:17]=[N:18][CH:19]=[CH:20][CH:21]=2)[N:3]=1. The yield is 0.400. (4) The reactants are [F:1][C:2]1[CH:19]=[CH:18][C:17]([C:20]2[CH:25]=[CH:24][CH:23]=[C:22]([F:26])[CH:21]=2)=[CH:16][C:3]=1[C:4]([NH:6][C:7]1[C:12]([CH3:13])=[CH:11][CH:10]=[C:9]([OH:14])[C:8]=1[F:15])=O. The catalyst is C1COCC1. The product is [F:15][C:8]1[C:7]([NH:6][CH2:4][C:3]2[CH:16]=[C:17]([C:20]3[CH:25]=[CH:24][CH:23]=[C:22]([F:26])[CH:21]=3)[CH:18]=[CH:19][C:2]=2[F:1])=[C:12]([CH3:13])[CH:11]=[CH:10][C:9]=1[OH:14]. The yield is 0.420.